This data is from Full USPTO retrosynthesis dataset with 1.9M reactions from patents (1976-2016). The task is: Predict the reactants needed to synthesize the given product. (1) The reactants are: [CH2:1]([O:4][CH2:5][CH:6]1[CH2:15][CH2:14][C:9]2(OCC[O:10]2)[CH2:8][CH2:7]1)[CH2:2][CH3:3].Cl. Given the product [CH2:1]([O:4][CH2:5][CH:6]1[CH2:15][CH2:14][C:9](=[O:10])[CH2:8][CH2:7]1)[CH2:2][CH3:3], predict the reactants needed to synthesize it. (2) Given the product [CH3:21][C:3]1[CH:4]=[C:5]2[C:10](=[CH:11][C:2]=1[O:1][S:33]([C:36]([F:39])([F:38])[F:37])(=[O:34])=[O:32])[O:9][CH:8]([C:12]([F:15])([F:13])[F:14])[C:7]([C:16]([O:18][CH2:19][CH3:20])=[O:17])=[CH:6]2, predict the reactants needed to synthesize it. The reactants are: [OH:1][C:2]1[CH:11]=[C:10]2[C:5]([CH:6]=[C:7]([C:16]([O:18][CH2:19][CH3:20])=[O:17])[CH:8]([C:12]([F:15])([F:14])[F:13])[O:9]2)=[CH:4][C:3]=1[CH3:21].CCN(C(C)C)C(C)C.O([O:32][S:33]([C:36]([F:39])([F:38])[F:37])(=O)=[O:34])[O:32][S:33]([C:36]([F:39])([F:38])[F:37])(=O)=[O:34].